This data is from Full USPTO retrosynthesis dataset with 1.9M reactions from patents (1976-2016). The task is: Predict the reactants needed to synthesize the given product. (1) Given the product [CH3:1][C:2]1[C:6]2[CH:7]=[C:8]([C:11]([F:12])([F:13])[F:14])[CH:9]=[CH:10][C:5]=2[S:4][C:3]=1[CH2:15][CH2:16][C:17]([O:19][CH2:20][CH3:21])=[O:18], predict the reactants needed to synthesize it. The reactants are: [CH3:1][C:2]1[C:6]2[CH:7]=[C:8]([C:11]([F:14])([F:13])[F:12])[CH:9]=[CH:10][C:5]=2[S:4][C:3]=1/[CH:15]=[CH:16]/[C:17]([O:19][CH2:20][CH3:21])=[O:18]. (2) Given the product [Cl:17][C:18]1[C:24]([O:25][CH3:26])=[CH:23][C:21]([NH:22][C:2]2[C:11]3[CH:10]=[C:9]4[N:12]=[CH:13][S:14][C:8]4=[CH:7][C:6]=3[N:5]=[CH:4][C:3]=2[C:15]#[N:16])=[C:20]([CH3:27])[CH:19]=1, predict the reactants needed to synthesize it. The reactants are: O[C:2]1[C:11]2[CH:10]=[C:9]3[N:12]=[CH:13][S:14][C:8]3=[CH:7][C:6]=2[N:5]=[CH:4][C:3]=1[C:15]#[N:16].[Cl:17][C:18]1[C:24]([O:25][CH3:26])=[CH:23][C:21]([NH2:22])=[C:20]([CH3:27])[CH:19]=1.Cl.N1C=CC=CC=1. (3) Given the product [N:1]([CH2:6][CH:7]1[CH2:12][CH2:11][CH2:10][CH2:9][O:8]1)=[N+:2]=[N-:3], predict the reactants needed to synthesize it. The reactants are: [N-:1]=[N+:2]=[N-:3].[Na+].Br[CH2:6][CH:7]1[CH2:12][CH2:11][CH2:10][CH2:9][O:8]1. (4) Given the product [Cl:39][C:36]1[CH:35]=[CH:34][C:33]([CH:26]([C:23]2[CH:24]=[CH:25][C:20]([Cl:19])=[CH:21][CH:22]=2)[N:27]2[CH2:28][CH2:29][N:30]([C:7]([Cl:10])=[O:6])[CH2:31][CH2:32]2)=[CH:38][CH:37]=1, predict the reactants needed to synthesize it. The reactants are: ClC(Cl)(OC(=O)[O:6][C:7]([Cl:10])(Cl)Cl)Cl.N1C=CC=CC=1.[Cl:19][C:20]1[CH:25]=[CH:24][C:23]([CH:26]([C:33]2[CH:38]=[CH:37][C:36]([Cl:39])=[CH:35][CH:34]=2)[N:27]2[CH2:32][CH2:31][NH:30][CH2:29][CH2:28]2)=[CH:22][CH:21]=1. (5) Given the product [O:5]1[C:6]2=[N:7][CH:8]=[CH:9][CH:10]=[C:11]2[CH:2]([C:12]#[N:13])[CH2:3][CH2:4]1, predict the reactants needed to synthesize it. The reactants are: Cl[CH:2]1[C:11]2[C:6](=[N:7][CH:8]=[CH:9][CH:10]=2)[O:5][CH2:4][CH2:3]1.[C-:12]#[N:13].[K+]. (6) Given the product [CH3:26][O:17][C:16](=[O:18])[C@@H:15]([NH:14][C:12]([O:11][C:7]([CH3:10])([CH3:8])[CH3:9])=[O:13])[C:19]1[CH:24]=[CH:23][C:22]([Cl:25])=[CH:21][CH:20]=1, predict the reactants needed to synthesize it. The reactants are: S(=O)(=O)(O)[O-].[K+].[C:7]([O:11][C:12]([NH:14][C@@H:15]([C:19]1[CH:24]=[CH:23][C:22]([Cl:25])=[CH:21][CH:20]=1)[C:16]([O-:18])=[O:17])=[O:13])([CH3:10])([CH3:9])[CH3:8].[CH:26]1([NH2+]C2CCCCC2)CCCCC1.C[Si](C=[N+]=[N-])(C)C.CCCCCC. (7) Given the product [F:25][C:21]1[CH:22]=[CH:23][CH:24]=[C:2]([F:1])[C:3]=1[C:4]([NH:6][C:7]1[C:8]([C:12]2[NH:13][C:14]3[CH2:19][CH2:18][N:17]([CH2:34][CH2:35][F:36])[CH2:16][C:15]=3[N:20]=2)=[N:9][NH:10][CH:11]=1)=[O:5], predict the reactants needed to synthesize it. The reactants are: [F:1][C:2]1[CH:24]=[CH:23][CH:22]=[C:21]([F:25])[C:3]=1[C:4]([NH:6][C:7]1[C:8]([C:12]2[NH:13][C:14]3[CH2:19][CH2:18][NH:17][CH2:16][C:15]=3[N:20]=2)=[N:9][NH:10][CH:11]=1)=[O:5].C(N(CC)CC)C.Br[CH2:34][CH2:35][F:36]. (8) Given the product [C:1]([NH:4][C:5]1[N:6]=[C:7]([N:28]2[CH2:33][CH2:32][O:31][CH2:30][CH2:29]2)[C:8]2[N:14]=[C:13]([C:15]3[CH:20]=[CH:19][C:18]([Cl:21])=[C:17]([Cl:22])[CH:16]=3)[CH:12]=[CH:11][C:9]=2[N:10]=1)(=[O:3])[CH3:2], predict the reactants needed to synthesize it. The reactants are: [C:1]([NH:4][C:5]1[N:6]=[C:7](C2N=CNN=2)[C:8]2[N:14]=[C:13]([C:15]3[CH:20]=[CH:19][C:18]([Cl:21])=[C:17]([Cl:22])[CH:16]=3)[CH:12]=[CH:11][C:9]=2[N:10]=1)(=[O:3])[CH3:2].[NH:28]1[CH2:33][CH2:32][O:31][CH2:30][CH2:29]1.